This data is from Full USPTO retrosynthesis dataset with 1.9M reactions from patents (1976-2016). The task is: Predict the reactants needed to synthesize the given product. Given the product [ClH:1].[ClH:1].[ClH:1].[CH3:33][N:29]1[C:30]2[C:26](=[CH:25][C:24]([NH:23][C:22]3[C:17]4[CH:16]=[C:15]([C:12]5[CH2:13][CH2:14][NH:9][CH2:10][CH:11]=5)[NH:34][C:18]=4[N:19]=[CH:20][N:21]=3)=[CH:32][CH:31]=2)[CH:27]=[N:28]1, predict the reactants needed to synthesize it. The reactants are: [ClH:1].C(OC([N:9]1[CH2:14][CH:13]=[C:12]([C:15]2[NH:34][C:18]3[N:19]=[CH:20][N:21]=[C:22]([NH:23][C:24]4[CH:25]=[C:26]5[C:30](=[CH:31][CH:32]=4)[N:29]([CH3:33])[N:28]=[CH:27]5)[C:17]=3[CH:16]=2)[CH2:11][CH2:10]1)=O)(C)(C)C.